From a dataset of Full USPTO retrosynthesis dataset with 1.9M reactions from patents (1976-2016). Predict the reactants needed to synthesize the given product. (1) Given the product [C:1]([O:5][C:6]([NH:8][CH:9]1[CH2:10][N:11]([C:14]2[S:15][C:16]([C:23]([O:25][CH2:26][CH3:27])=[O:24])=[C:17]([CH2:19][CH2:20][CH2:21][CH3:22])[N:18]=2)[CH2:12]1)=[O:7])([CH3:4])([CH3:2])[CH3:3], predict the reactants needed to synthesize it. The reactants are: [C:1]([O:5][C:6]([NH:8][CH:9]1[CH2:12][NH:11][CH2:10]1)=[O:7])([CH3:4])([CH3:3])[CH3:2].Br[C:14]1[S:15][C:16]([C:23]([O:25][CH2:26][CH3:27])=[O:24])=[C:17]([CH2:19][CH2:20][CH2:21][CH3:22])[N:18]=1.C(N(C(C)C)CC)(C)C. (2) Given the product [Cl:15][C:7]1[CH:6]=[CH:5][C:4]2[C:9](=[CH:10][CH:11]=[C:2]([Cl:1])[CH:3]=2)[N:8]=1, predict the reactants needed to synthesize it. The reactants are: [Cl:1][C:2]1[CH:3]=[C:4]2[C:9](=[CH:10][CH:11]=1)[N:8]=[C:7](O)[CH:6]=[CH:5]2.O=P(Cl)(Cl)[Cl:15]. (3) Given the product [CH3:1][N:2]1[C:6]2=[CH:7][CH:8]=[C:9]3[C:14]([N:13]=[C:12]([C:15]4[CH:16]=[C:17]([NH:18][C:32]([NH:40][CH2:41][CH2:42][CH3:43])=[O:38])[CH:19]=[CH:20][CH:21]=4)[N:11]=[C:10]3[N:22]3[CH2:27][CH2:26][O:25][CH2:24][CH2:23]3)=[C:5]2[CH:4]=[CH:3]1, predict the reactants needed to synthesize it. The reactants are: [CH3:1][N:2]1[C:6]2=[CH:7][CH:8]=[C:9]3[C:14]([N:13]=[C:12]([C:15]4[CH:16]=[C:17]([CH:19]=[CH:20][CH:21]=4)[NH2:18])[N:11]=[C:10]3[N:22]3[CH2:27][CH2:26][O:25][CH2:24][CH2:23]3)=[C:5]2[CH:4]=[CH:3]1.ClC(Cl)(O[C:32](=[O:38])OC(Cl)(Cl)Cl)Cl.[NH2:40][CH2:41][CH2:42][CH3:43]. (4) Given the product [Cl:21][C:17]1[CH:16]=[C:15]([CH:6]2[CH2:7][C:8](=[O:14])[N:9]([CH2:10][C:11]([OH:13])=[O:12])[C:4]3[CH2:3][NH:1][C:22](=[O:24])[C:5]2=3)[CH:20]=[CH:19][CH:18]=1, predict the reactants needed to synthesize it. The reactants are: [NH3:1].Br[CH2:3][C:4]1[N:9]([CH2:10][C:11]([OH:13])=[O:12])[C:8](=[O:14])[CH2:7][CH:6]([C:15]2[CH:20]=[CH:19][CH:18]=[C:17]([Cl:21])[CH:16]=2)[C:5]=1[C:22]([O:24]C)=O. (5) The reactants are: C(OC([N:8]1[CH2:12][C:11](=[N:13][O:14][CH3:15])[CH2:10][C@H:9]1[C:16]([OH:18])=O)=O)(C)(C)C.[C:19]1([C:29]2[CH:34]=[CH:33][CH:32]=[CH:31][CH:30]=2)[CH:24]=[CH:23][C:22]([S:25](Cl)(=[O:27])=[O:26])=[CH:21][CH:20]=1.[NH2:35][CH2:36][CH2:37][CH2:38][OH:39]. Given the product [C:19]1([C:29]2[CH:34]=[CH:33][CH:32]=[CH:31][CH:30]=2)[CH:24]=[CH:23][C:22]([S:25]([N:8]2[CH2:12][C:11](=[N:13][O:14][CH3:15])[CH2:10][C@H:9]2[C:16]([NH:35][CH2:36][CH2:37][CH2:38][OH:39])=[O:18])(=[O:27])=[O:26])=[CH:21][CH:20]=1, predict the reactants needed to synthesize it. (6) Given the product [CH:28]1([N:32]2[CH2:37][CH2:36][CH:35]([O:38][C:39]3[CH:44]=[CH:43][C:42]([N:45]4[CH:49]=[N:48][C:47]([C:50]([N:18]5[CH2:15][CH2:23][CH2:21][CH2:22]5)=[O:52])=[N:46]4)=[CH:41][CH:40]=3)[CH2:34][CH2:33]2)[CH2:29][CH2:30][CH2:31]1, predict the reactants needed to synthesize it. The reactants are: C1(N2CCC(OC3C=C[C:15]([N:18]4[CH:22]=[C:21]([C:23](OCC)=O)N=N4)=CC=3)CC2)CCC1.[CH:28]1([N:32]2[CH2:37][CH2:36][CH:35]([O:38][C:39]3[CH:44]=[CH:43][C:42]([N:45]4[CH:49]=[N:48][C:47]([C:50]([O-:52])=O)=[N:46]4)=[CH:41][CH:40]=3)[CH2:34][CH2:33]2)[CH2:31][CH2:30][CH2:29]1. (7) Given the product [CH2:1]([C:3]1([CH2:18][CH:19]=[NH:21])[C:8]2[NH:9][C:10]3[C:15]([C:7]=2[CH2:6][CH2:5][O:4]1)=[CH:14][CH:13]=[CH:12][C:11]=3[CH2:16][CH3:17])[CH3:2], predict the reactants needed to synthesize it. The reactants are: [CH2:1]([C:3]1([CH2:18][C:19]([NH2:21])=O)[C:8]2[NH:9][C:10]3[C:15]([C:7]=2[CH2:6][CH2:5][O:4]1)=[CH:14][CH:13]=[CH:12][C:11]=3[CH2:16][CH3:17])[CH3:2].[H-].[H-].[H-].[H-].[Li+].[Al+3].